This data is from Forward reaction prediction with 1.9M reactions from USPTO patents (1976-2016). The task is: Predict the product of the given reaction. (1) Given the reactants Br[C:2]1[CH:3]=[C:4]2[C:9](=[CH:10][CH:11]=1)[N:8]=[CH:7][C:6]([C:12]([CH:14]1[CH2:16][CH2:15]1)=[O:13])=[C:5]2[N:17]1[CH2:22][CH2:21][CH:20]([N:23]2[CH2:28][CH2:27][N:26]([CH3:29])[CH2:25][CH2:24]2)[CH2:19][CH2:18]1.[Cl:30][C:31]1[CH:36]=[C:35](B2OC(C)(C)C(C)(C)O2)[CH:34]=[C:33]([F:46])[C:32]=1[OH:47], predict the reaction product. The product is: [Cl:30][C:31]1[CH:36]=[C:35]([C:2]2[CH:3]=[C:4]3[C:9](=[CH:10][CH:11]=2)[N:8]=[CH:7][C:6]([C:12]([CH:14]2[CH2:15][CH2:16]2)=[O:13])=[C:5]3[N:17]2[CH2:22][CH2:21][CH:20]([N:23]3[CH2:28][CH2:27][N:26]([CH3:29])[CH2:25][CH2:24]3)[CH2:19][CH2:18]2)[CH:34]=[C:33]([F:46])[C:32]=1[OH:47]. (2) Given the reactants Br[C:2]1[CH:3]=[C:4]2[C:9](=[CH:10][CH:11]=1)[N:8]=[CH:7][C:6]([C:12](=[O:16])[CH2:13][CH2:14][CH3:15])=[C:5]2[NH:17][C:18]1[CH:19]=[CH:20][C:21]([N:24]2[CH2:29][CH2:28][N:27]([C:30]([O:32][C:33]([CH3:36])([CH3:35])[CH3:34])=[O:31])[CH2:26][CH2:25]2)=[N:22][CH:23]=1.[Cl:37][C:38]1[CH:43]=[C:42](B2OC(C)(C)C(C)(C)O2)[CH:41]=[C:40]([F:53])[C:39]=1[OH:54], predict the reaction product. The product is: [C:12]([C:6]1[CH:7]=[N:8][C:9]2[C:4]([C:5]=1[NH:17][C:18]1[CH:19]=[CH:20][C:21]([N:24]3[CH2:25][CH2:26][N:27]([C:30]([O:32][C:33]([CH3:34])([CH3:35])[CH3:36])=[O:31])[CH2:28][CH2:29]3)=[N:22][CH:23]=1)=[CH:3][C:2]([C:42]1[CH:41]=[C:40]([F:53])[C:39]([OH:54])=[C:38]([Cl:37])[CH:43]=1)=[CH:11][CH:10]=2)(=[O:16])[CH2:13][CH2:14][CH3:15]. (3) Given the reactants C([N:5]1[CH:9]([CH2:10][NH:11][C:12](=[O:14])[CH3:13])[C:8]2[CH:15]=[C:16]([C:19]3[C:27]4[C:22](=[CH:23][C:24]([F:28])=[CH:25][CH:26]=4)[NH:21][CH:20]=3)[CH:17]=[CH:18][C:7]=2[S:6]1(=[O:30])=[O:29])(C)(C)C.CO, predict the reaction product. The product is: [F:28][C:24]1[CH:23]=[C:22]2[C:27]([C:19]([C:16]3[CH:17]=[CH:18][C:7]4[S:6](=[O:30])(=[O:29])[NH:5][CH:9]([CH2:10][NH:11][C:12](=[O:14])[CH3:13])[C:8]=4[CH:15]=3)=[CH:20][NH:21]2)=[CH:26][CH:25]=1. (4) Given the reactants Br[C:2]1[CH:3]=[C:4]([CH:9]=[CH:10][N:11]=1)[C:5]([O:7][CH3:8])=[O:6].[Cl:12][C:13]1[CH:18]=[CH:17][CH:16]=[CH:15][C:14]=1B(O)O, predict the reaction product. The product is: [Cl:12][C:13]1[CH:18]=[CH:17][CH:16]=[CH:15][C:14]=1[C:2]1[CH:3]=[C:4]([CH:9]=[CH:10][N:11]=1)[C:5]([O:7][CH3:8])=[O:6]. (5) Given the reactants [OH-].[Na+].C[O:4][C:5](=[O:42])[CH2:6][C:7]1[CH:12]=[CH:11][C:10]([C:13]2[C:18]([CH3:19])=[CH:17][C:16]([C:20]([CH2:38][CH3:39])([C:23]3[CH:28]=[CH:27][C:26](/[CH:29]=[CH:30]/[C:31]([CH2:35][CH3:36])([OH:34])[CH2:32][CH3:33])=[C:25]([CH3:37])[CH:24]=3)[CH2:21][CH3:22])=[CH:15][C:14]=2[CH3:40])=[CH:9][C:8]=1[F:41].[Cl-].[NH4+], predict the reaction product. The product is: [CH2:21]([C:20]([C:16]1[CH:17]=[C:18]([CH3:19])[C:13]([C:10]2[CH:11]=[CH:12][C:7]([CH2:6][C:5]([OH:42])=[O:4])=[C:8]([F:41])[CH:9]=2)=[C:14]([CH3:40])[CH:15]=1)([C:23]1[CH:28]=[CH:27][C:26](/[CH:29]=[CH:30]/[C:31]([CH2:32][CH3:33])([OH:34])[CH2:35][CH3:36])=[C:25]([CH3:37])[CH:24]=1)[CH2:38][CH3:39])[CH3:22]. (6) Given the reactants [CH3:1][N:2]1[C:7]2[N:8]=[C:9](SC)[N:10]=[CH:11][C:6]=2[CH:5]=[C:4]([C:14]2[CH:19]=[C:18]([C:20]3[O:24][N:23]=[C:22]([CH3:25])[CH:21]=3)[CH:17]=[CH:16][C:15]=2[CH3:26])[C:3]1=[O:27].OOS([O-])=O.[K+].[NH2:34][CH:35]1[CH2:40][CH2:39][O:38][CH2:37][CH2:36]1, predict the reaction product. The product is: [CH3:1][N:2]1[C:7]2[N:8]=[C:9]([NH:34][CH:35]3[CH2:40][CH2:39][O:38][CH2:37][CH2:36]3)[N:10]=[CH:11][C:6]=2[CH:5]=[C:4]([C:14]2[CH:19]=[C:18]([C:20]3[O:24][N:23]=[C:22]([CH3:25])[CH:21]=3)[CH:17]=[CH:16][C:15]=2[CH3:26])[C:3]1=[O:27].